This data is from NCI-60 drug combinations with 297,098 pairs across 59 cell lines. The task is: Regression. Given two drug SMILES strings and cell line genomic features, predict the synergy score measuring deviation from expected non-interaction effect. (1) Drug 1: B(C(CC(C)C)NC(=O)C(CC1=CC=CC=C1)NC(=O)C2=NC=CN=C2)(O)O. Drug 2: CC1C(C(CC(O1)OC2CC(CC3=C2C(=C4C(=C3O)C(=O)C5=CC=CC=C5C4=O)O)(C(=O)C)O)N)O. Cell line: SW-620. Synergy scores: CSS=49.6, Synergy_ZIP=-1.46, Synergy_Bliss=-2.83, Synergy_Loewe=3.25, Synergy_HSA=4.44. (2) Drug 1: CC1C(C(=O)NC(C(=O)N2CCCC2C(=O)N(CC(=O)N(C(C(=O)O1)C(C)C)C)C)C(C)C)NC(=O)C3=C4C(=C(C=C3)C)OC5=C(C(=O)C(=C(C5=N4)C(=O)NC6C(OC(=O)C(N(C(=O)CN(C(=O)C7CCCN7C(=O)C(NC6=O)C(C)C)C)C)C(C)C)C)N)C. Drug 2: N.N.Cl[Pt+2]Cl. Cell line: KM12. Synergy scores: CSS=38.3, Synergy_ZIP=-3.61, Synergy_Bliss=0.681, Synergy_Loewe=-14.4, Synergy_HSA=1.42. (3) Drug 1: C1CCC(C1)C(CC#N)N2C=C(C=N2)C3=C4C=CNC4=NC=N3. Drug 2: C1=CC=C(C=C1)NC(=O)CCCCCCC(=O)NO. Cell line: HL-60(TB). Synergy scores: CSS=-1.49, Synergy_ZIP=9.55, Synergy_Bliss=0.654, Synergy_Loewe=-28.7, Synergy_HSA=-8.76. (4) Drug 1: C1=CC(=CC=C1CCCC(=O)O)N(CCCl)CCCl. Drug 2: C1C(C(OC1N2C=NC(=NC2=O)N)CO)O. Cell line: HOP-92. Synergy scores: CSS=41.4, Synergy_ZIP=-4.47, Synergy_Bliss=-1.77, Synergy_Loewe=2.29, Synergy_HSA=2.65.